This data is from TCR-epitope binding with 47,182 pairs between 192 epitopes and 23,139 TCRs. The task is: Binary Classification. Given a T-cell receptor sequence (or CDR3 region) and an epitope sequence, predict whether binding occurs between them. (1) The epitope is KLMNIQQKL. The TCR CDR3 sequence is CASSSIRGNEQFF. Result: 0 (the TCR does not bind to the epitope). (2) The epitope is RQLLFVVEV. The TCR CDR3 sequence is CASSRTENTEAFF. Result: 1 (the TCR binds to the epitope). (3) The epitope is ATDALMTGY. The TCR CDR3 sequence is CAISDGTVNNQPQHF. Result: 1 (the TCR binds to the epitope). (4) Result: 0 (the TCR does not bind to the epitope). The epitope is TSDLATNNLVVMAY. The TCR CDR3 sequence is CSAGDRNTGELFF. (5) The epitope is FPRPWLHGL. The TCR CDR3 sequence is CASSIQTVNSPLHF. Result: 1 (the TCR binds to the epitope). (6) The epitope is TLDSKTQSL. The TCR CDR3 sequence is CASSHQTGTGIAVGEKLFF. Result: 0 (the TCR does not bind to the epitope). (7) The epitope is VTIAEILLI. The TCR CDR3 sequence is CASSQVLSGTNPYEQYF. Result: 1 (the TCR binds to the epitope).